Task: Predict the reaction yield, written as a fraction of the theoretical maximum amount of product (1.0 means a 100% yield; for example, 0.34 means a 34% yield).. Dataset: Reaction yield outcomes from USPTO patents with 853,638 reactions (1) The reactants are [CH3:1][C@@H:2]1[CH2:7][O:6][CH2:5][CH2:4][NH:3]1.C(=O)([O-])[O-].[Cs+].[Cs+].Cl[C:15]1[CH:16]=[CH:17][C:18]2[N:24]3[CH2:25][C@H:21]([CH2:22][CH2:23]3)[N:20]([C:26]([NH:28][C:29]3[CH:30]=[N:31][CH:32]=[CH:33][CH:34]=3)=[O:27])[C:19]=2[N:35]=1.CC(C1C=C(C(C)C)C(C2C=CC=CC=2P(C2CCCCC2)C2CCCCC2)=C(C(C)C)C=1)C. The catalyst is O1CCOCC1.C(Cl)Cl.CC([O-])=O.CC([O-])=O.[Pd+2].CO. The product is [CH3:1][C@H:2]1[N:3]([C:15]2[CH:16]=[CH:17][C:18]3[N:24]4[CH2:25][C@H:21]([CH2:22][CH2:23]4)[N:20]([C:26]([NH:28][C:29]4[CH:30]=[N:31][CH:32]=[CH:33][CH:34]=4)=[O:27])[C:19]=3[N:35]=2)[CH2:4][CH2:5][O:6][CH2:7]1. The yield is 0.163. (2) The reactants are I[C:2]1[CH:3]=[CH:4][CH:5]=[C:6]2[C:11]=1[N:10]=[C:9]([NH:12][C:13]1([CH3:16])[CH2:15][CH2:14]1)[N:8]([CH3:17])[C:7]2=[O:18].[CH3:19][C@@H:20]1[C:24]2[NH:25][C:26](B3OC(C)(C)C(C)(C)O3)=[CH:27][C:23]=2[C:22](=[O:37])[NH:21]1. No catalyst specified. The product is [CH3:17][N:8]1[C:7](=[O:18])[C:6]2[C:11](=[C:2]([C:26]3[NH:25][C:24]4[C@@H:20]([CH3:19])[NH:21][C:22](=[O:37])[C:23]=4[CH:27]=3)[CH:3]=[CH:4][CH:5]=2)[N:10]=[C:9]1[NH:12][C:13]1([CH3:16])[CH2:15][CH2:14]1. The yield is 0.520. (3) The reactants are [Cl:1][C:2]1[CH:7]=[CH:6][C:5]([C@H:8]2[N:15]3[C:11]([S:12][C:13]([C:19]([C:21]4[N:22](COCC[Si](C)(C)C)[CH:23]=[CH:24][N:25]=4)=[O:20])=[C:14]3[CH:16]([CH3:18])[CH3:17])=[N:10][C@:9]2([C:35]2[CH:40]=[CH:39][C:38]([Cl:41])=[CH:37][CH:36]=2)[CH3:34])=[CH:4][CH:3]=1.Cl. The catalyst is C(O)C. The product is [Cl:1][C:2]1[CH:3]=[CH:4][C:5]([C@H:8]2[N:15]3[C:11]([S:12][C:13]([C:19]([C:21]4[NH:25][CH:24]=[CH:23][N:22]=4)=[O:20])=[C:14]3[CH:16]([CH3:17])[CH3:18])=[N:10][C@:9]2([C:35]2[CH:36]=[CH:37][C:38]([Cl:41])=[CH:39][CH:40]=2)[CH3:34])=[CH:6][CH:7]=1. The yield is 1.00. (4) The reactants are [Cl:1][C:2]1[CH:7]=[C:6]([N+:8]([O-])=O)[CH:5]=[C:4]([Cl:11])[C:3]=1[S:12][C:13]1[S:14][C:15]2[CH:21]=[CH:20][C:19]([C:22]#[N:23])=[CH:18][C:16]=2[N:17]=1.O.O.[Sn](Cl)(Cl)(Cl)Cl. No catalyst specified. The product is [NH2:8][C:6]1[CH:7]=[C:2]([Cl:1])[C:3]([S:12][C:13]2[S:14][C:15]3[CH:21]=[CH:20][C:19]([C:22]#[N:23])=[CH:18][C:16]=3[N:17]=2)=[C:4]([Cl:11])[CH:5]=1. The yield is 0.800. (5) The reactants are [CH3:1][N:2]([CH3:5])[CH:3]=O.O(Cl)[Cl:7].[P+5].[F:10][C:11]1[CH:12]=[C:13]([CH2:17][CH2:18][C:19]2[CH:20]=[CH:21][C:22]3[O:27][CH2:26][C:25](=O)[NH:24][C:23]=3[CH:29]=2)[CH:14]=[CH:15][CH:16]=1. The catalyst is C(Cl)(Cl)Cl. The product is [Cl:7][C:25]1[C:26](=[CH:3][N:2]([CH3:5])[CH3:1])[O:27][C:22]2[CH:21]=[CH:20][C:19]([CH2:18][CH2:17][C:13]3[CH:14]=[CH:15][CH:16]=[C:11]([F:10])[CH:12]=3)=[CH:29][C:23]=2[N:24]=1. The yield is 0.670. (6) The reactants are [CH3:1][C:2]1[CH:6]=[C:5]([CH3:7])[N:4]([CH:8]([C:10]2[C:11]3[CH2:34][N:33](C(OC(C)(C)C)=O)[CH2:32][CH2:31][C:12]=3[N:13]=[C:14]([NH:16][C:17]3[CH:22]=[CH:21][C:20]([N:23]4[CH:27]=[C:26]([CH3:28])[N:25]=[CH:24]4)=[C:19]([O:29][CH3:30])[CH:18]=3)[N:15]=2)[CH3:9])[N:3]=1.C(O)(C(F)(F)F)=O.C([O-])(O)=O.[Na+]. The catalyst is C(Cl)Cl. The product is [CH3:1][C:2]1[CH:6]=[C:5]([CH3:7])[N:4]([CH:8]([C:10]2[C:11]3[CH2:34][NH:33][CH2:32][CH2:31][C:12]=3[N:13]=[C:14]([NH:16][C:17]3[CH:22]=[CH:21][C:20]([N:23]4[CH:27]=[C:26]([CH3:28])[N:25]=[CH:24]4)=[C:19]([O:29][CH3:30])[CH:18]=3)[N:15]=2)[CH3:9])[N:3]=1. The yield is 0.770. (7) The reactants are Cl[C:2]1[C:11]2[C:6](=[CH:7][CH:8]=[C:9]([C:12]([O:14]C)=[O:13])[CH:10]=2)[N:5]=[C:4]([C:16]([F:19])([F:18])[F:17])[CH:3]=1.C(=O)([O-])[O-].[Cs+].[Cs+].[NH:26]1[CH2:30][CH2:29][CH2:28][C@@H:27]1[CH2:31][OH:32].CN(C)C=O. The catalyst is [Cl-].[Na+].O.C([O-])(=O)C.[Pd+2].C([O-])(=O)C.C1C=CC(P(C2C(C3C(P(C4C=CC=CC=4)C4C=CC=CC=4)=CC=C4C=3C=CC=C4)=C3C(C=CC=C3)=CC=2)C2C=CC=CC=2)=CC=1. The product is [OH:32][CH2:31][C@H:27]1[CH2:28][CH2:29][CH2:30][N:26]1[C:2]1[C:11]2[C:6](=[CH:7][CH:8]=[C:9]([C:12]([OH:14])=[O:13])[CH:10]=2)[N:5]=[C:4]([C:16]([F:19])([F:18])[F:17])[CH:3]=1. The yield is 0.500.